Dataset: NCI-60 drug combinations with 297,098 pairs across 59 cell lines. Task: Regression. Given two drug SMILES strings and cell line genomic features, predict the synergy score measuring deviation from expected non-interaction effect. (1) Drug 1: CC1=C2C(C(=O)C3(C(CC4C(C3C(C(C2(C)C)(CC1OC(=O)C(C(C5=CC=CC=C5)NC(=O)OC(C)(C)C)O)O)OC(=O)C6=CC=CC=C6)(CO4)OC(=O)C)OC)C)OC. Drug 2: CC1=C(C(CCC1)(C)C)C=CC(=CC=CC(=CC(=O)O)C)C. Cell line: U251. Synergy scores: CSS=53.0, Synergy_ZIP=14.4, Synergy_Bliss=13.5, Synergy_Loewe=-24.4, Synergy_HSA=10.2. (2) Drug 1: CC1=C(C=C(C=C1)NC(=O)C2=CC=C(C=C2)CN3CCN(CC3)C)NC4=NC=CC(=N4)C5=CN=CC=C5. Drug 2: C1CCC(C(C1)N)N.C(=O)(C(=O)[O-])[O-].[Pt+4]. Cell line: OVCAR-8. Synergy scores: CSS=22.8, Synergy_ZIP=-8.30, Synergy_Bliss=-0.422, Synergy_Loewe=-17.0, Synergy_HSA=-4.73.